From a dataset of Forward reaction prediction with 1.9M reactions from USPTO patents (1976-2016). Predict the product of the given reaction. (1) The product is: [NH2:1][C:2]1[C:3]([C:16]([OH:18])=[O:17])=[N:4][C:5]([C:12]([F:15])([F:14])[F:13])=[C:6]([C:8]([F:9])([F:10])[F:11])[N:7]=1. Given the reactants [NH2:1][C:2]1[C:3]([C:16]([O:18]CC)=[O:17])=[N:4][C:5]([C:12]([F:15])([F:14])[F:13])=[C:6]([C:8]([F:11])([F:10])[F:9])[N:7]=1.[OH-].[Na+].O.Cl, predict the reaction product. (2) Given the reactants [C:1]1([CH:7]2[CH2:16][CH2:15][C:14]3[C:9](=[CH:10][CH:11]=[C:12]([O:17][C:18]4[S:19][C:20]([CH:23]=O)=[CH:21][N:22]=4)[CH:13]=3)[O:8]2)[CH:6]=[CH:5][CH:4]=[CH:3][CH:2]=1.[N:25]1[CH:30]=[CH:29][C:28](NC)=[CH:27][CH:26]=1.[C:33]([BH3-])#[N:34].[Na+], predict the reaction product. The product is: [C:1]1([CH:7]2[CH2:16][CH2:15][C:14]3[C:9](=[CH:10][CH:11]=[C:12]([O:17][C:18]4[S:19][C:20]([CH2:23][NH:34][CH2:33][C:28]5[CH:27]=[CH:26][N:25]=[CH:30][CH:29]=5)=[CH:21][N:22]=4)[CH:13]=3)[O:8]2)[CH:2]=[CH:3][CH:4]=[CH:5][CH:6]=1.